This data is from P-glycoprotein inhibition data for predicting drug efflux from Broccatelli et al.. The task is: Regression/Classification. Given a drug SMILES string, predict its absorption, distribution, metabolism, or excretion properties. Task type varies by dataset: regression for continuous measurements (e.g., permeability, clearance, half-life) or binary classification for categorical outcomes (e.g., BBB penetration, CYP inhibition). Dataset: pgp_broccatelli. (1) The drug is CCCCCCC[C@@H]1OC(=O)C[C@@H](O)[C@H](Cc2ccccc2)N(C)C(=O)[C@H](C(C)C)OC(=O)[C@@H]1C. The result is 1 (inhibitor). (2) The compound is O=C(CCc1ccccc1)c1ccc(OC[C@H](O)CN2CCN(c3ccc(F)cc3)CC2)cc1. The result is 1 (inhibitor). (3) The compound is COc1cc2c(cc1OC)CN(CCc1ccc(NC(=O)c3cccc4ccccc34)cc1)CC2. The result is 1 (inhibitor). (4) The drug is Cc1c(C(=O)c2ccccc2)c(=O)n(-c2ccccc2)n1C[C@H](O)CN(C(C)C)C(C)C. The result is 1 (inhibitor). (5) The result is 0 (non-inhibitor). The drug is Cc1cccc(C)c1NC(=O)CN1CCN(CCCC(c2ccc(F)cc2)c2ccc(F)cc2)CC1. (6) The compound is O=c1c2ccccc2n(CCCCl)c2ccccc12. The result is 1 (inhibitor).